From a dataset of Reaction yield outcomes from USPTO patents with 853,638 reactions. Predict the reaction yield, written as a fraction of the theoretical maximum amount of product (1.0 means a 100% yield; for example, 0.34 means a 34% yield). (1) The reactants are [CH2:1]([O:8][C:9]1[CH:10]=[CH:11][C:12]([C:20](=[O:23])[CH2:21][Br:22])=[C:13]2[C:18]=1[NH:17][C:16](=[O:19])[CH:15]=[CH:14]2)[C:2]1[CH:7]=[CH:6][CH:5]=[CH:4][CH:3]=1.O1CCCC1.B.CO. The catalyst is C1(C)C=CC=CC=1. The product is [CH2:1]([O:8][C:9]1[CH:10]=[CH:11][C:12]([C@@H:20]([OH:23])[CH2:21][Br:22])=[C:13]2[C:18]=1[NH:17][C:16](=[O:19])[CH:15]=[CH:14]2)[C:2]1[CH:3]=[CH:4][CH:5]=[CH:6][CH:7]=1. The yield is 0.810. (2) The product is [CH2:1]([CH:8]1[CH2:13][CH2:12][N:11]([C:14](=[O:18])[C:15]([Cl:19])=[O:16])[CH2:10][CH2:9]1)[C:2]1[CH:7]=[CH:6][CH:5]=[CH:4][CH:3]=1. The reactants are [CH2:1]([CH:8]1[CH2:13][CH2:12][N:11]([C:14](=[O:18])[C:15](O)=[O:16])[CH2:10][CH2:9]1)[C:2]1[CH:7]=[CH:6][CH:5]=[CH:4][CH:3]=1.[Cl-:19]. The yield is 0.995. No catalyst specified. (3) The reactants are [Br:1][C:2]1[CH:7]=[CH:6][C:5]([CH3:8])=[C:4]([N+:9]([O-])=O)[CH:3]=1.[CH:12]([Mg]Br)=[CH2:13]. The catalyst is C1COCC1. The product is [Br:1][C:2]1[CH:7]=[CH:6][C:5]([CH3:8])=[C:4]2[C:3]=1[CH:12]=[CH:13][NH:9]2. The yield is 0.160. (4) The reactants are [NH2:1][C:2]1[CH:3]=[CH:4][C:5]([C:18]([N:20]([CH2:26][CH2:27][CH:28]([CH3:30])[CH3:29])[CH2:21][CH2:22][CH:23]([CH3:25])[CH3:24])=[O:19])=[N:6][C:7]=1[NH:8][CH2:9][CH2:10][CH2:11][N:12]1[CH2:17][CH2:16][O:15][CH2:14][CH2:13]1.[N:31]([C:34]1[CH:39]=[CH:38][C:37]([O:40][CH3:41])=[CH:36][CH:35]=1)=[C:32]=S.C1(N=C=NC2CCCCC2)CCCCC1.Cl. The catalyst is C1COCC1.C(OCC)(=O)C. The product is [CH2:21]([N:20]([CH2:26][CH2:27][CH:28]([CH3:30])[CH3:29])[C:18]([C:5]1[N:6]=[C:7]2[N:8]([CH2:9][CH2:10][CH2:11][N:12]3[CH2:17][CH2:16][O:15][CH2:14][CH2:13]3)[C:32]([NH:31][C:34]3[CH:39]=[CH:38][C:37]([O:40][CH3:41])=[CH:36][CH:35]=3)=[N:1][C:2]2=[CH:3][CH:4]=1)=[O:19])[CH2:22][CH:23]([CH3:25])[CH3:24]. The yield is 0.331. (5) The reactants are [C:1]([O:5][C:6]([N:8]1[CH2:13][CH2:12][N:11]([C:14]2[C:23]3[C:18](=[C:19]([F:26])[C:20](Br)=[C:21]([Cl:24])[CH:22]=3)[N:17]=[CH:16][C:15]=2[C:27](=[O:29])[NH2:28])[CH2:10][CH2:9]1)=[O:7])([CH3:4])([CH3:3])[CH3:2].[F:30][C:31]1[CH:36]=[CH:35][CH:34]=[C:33]([O:37][CH3:38])[C:32]=1B(O)O.C([O-])([O-])=O.[Na+].[Na+]. The catalyst is O1CCOCC1.O.C1C=CC([P]([Pd]([P](C2C=CC=CC=2)(C2C=CC=CC=2)C2C=CC=CC=2)([P](C2C=CC=CC=2)(C2C=CC=CC=2)C2C=CC=CC=2)[P](C2C=CC=CC=2)(C2C=CC=CC=2)C2C=CC=CC=2)(C2C=CC=CC=2)C2C=CC=CC=2)=CC=1. The product is [C:1]([O:5][C:6]([N:8]1[CH2:13][CH2:12][N:11]([C:14]2[C:23]3[C:18](=[C:19]([F:26])[C:20]([C:32]4[C:33]([O:37][CH3:38])=[CH:34][CH:35]=[CH:36][C:31]=4[F:30])=[C:21]([Cl:24])[CH:22]=3)[N:17]=[CH:16][C:15]=2[C:27](=[O:29])[NH2:28])[CH2:10][CH2:9]1)=[O:7])([CH3:4])([CH3:3])[CH3:2]. The yield is 0.650. (6) The reactants are Cl[C:2]1[CH:7]=[C:6]([CH3:8])[NH:5][C:4](=[O:9])[C:3]=1[C:10]#[N:11].[CH2:12]([NH2:14])[CH3:13].Cl. The catalyst is CO. The product is [CH2:12]([NH:14][C:2]1[CH:7]=[C:6]([CH3:8])[NH:5][C:4](=[O:9])[C:3]=1[C:10]#[N:11])[CH3:13]. The yield is 0.622.